From a dataset of Forward reaction prediction with 1.9M reactions from USPTO patents (1976-2016). Predict the product of the given reaction. (1) Given the reactants [NH2:1][C:2]1[C:7]([CH:8]=[O:9])=[C:6]([CH:10]2[CH2:12][CH2:11]2)[N:5]=[C:4](Cl)[CH:3]=1.[CH3:14][N:15]1[C:19]([OH:20])=[CH:18][CH:17]=[N:16]1.C(=O)([O-])[O-].[Cs+].[Cs+].O, predict the reaction product. The product is: [NH2:1][C:2]1[C:7]([CH:8]=[O:9])=[C:6]([CH:10]2[CH2:12][CH2:11]2)[N:5]=[C:4]([O:20][C:19]2[N:15]([CH3:14])[N:16]=[CH:17][CH:18]=2)[CH:3]=1. (2) Given the reactants [Cl:1][C:2]1[CH:9]=[CH:8][C:5]([C:6]#[N:7])=[C:4]([C:10]2[C:15]([O:16][CH3:17])=[CH:14][NH:13][C:12](=[O:18])[CH:11]=2)[CH:3]=1.Br[CH:20]([CH2:24][CH3:25])[C:21]([OH:23])=[O:22], predict the reaction product. The product is: [Cl:1][C:2]1[CH:9]=[CH:8][C:5]([C:6]#[N:7])=[C:4]([C:10]2[C:15]([O:16][CH3:17])=[CH:14][N:13]([CH:20]([CH2:24][CH3:25])[C:21]([OH:23])=[O:22])[C:12](=[O:18])[CH:11]=2)[CH:3]=1. (3) Given the reactants [CH:1]1([NH:7][C:8]2[CH:13]=[CH:12][CH:11]=[CH:10][C:9]=2[NH:14][C:15](=[O:21])[O:16][C:17]([CH3:20])([CH3:19])[CH3:18])[CH2:6][CH2:5][CH2:4][CH2:3][CH2:2]1.[F:22][C:23]([F:34])([F:33])[C:24]([N@@:26]1[CH2:28][CH:27]1[C:29]([O:31][CH3:32])=[O:30])=[O:25].C1(NC2C=CC=CC=2NC(=O)OCC2C=CC=CC=2)CCCCC1.C1(N2C[C@@H](NC(=O)NC3C=C(C=CC=3)C([O-])=O)C(=O)N(CC(=O)C(C)(C)C)C3C=CC=CC2=3)CCCCC1.[Ca+2].C1(N2C[C@@H](NC(=O)NC3C=C(C=CC=3)C([O-])=O)C(=O)N(CC(=O)C(C)(C)C)C3C=CC=CC2=3)CCCCC1, predict the reaction product. The product is: [C:17]([O:16][C:15]([NH:14][C:9]1[CH:10]=[CH:11][CH:12]=[CH:13][C:8]=1[N:7]([CH:1]1[CH2:2][CH2:3][CH2:4][CH2:5][CH2:6]1)[CH2:28][C@@H:27]([NH:26][C:24](=[O:25])[C:23]([F:22])([F:33])[F:34])[C:29]([O:31][CH3:32])=[O:30])=[O:21])([CH3:18])([CH3:20])[CH3:19].